From a dataset of Forward reaction prediction with 1.9M reactions from USPTO patents (1976-2016). Predict the product of the given reaction. (1) Given the reactants CS[C:3](=[N:17][C:18]1[CH:23]=[CH:22][CH:21]=[CH:20][N:19]=1)[N:4]1[CH2:9][CH2:8][N:7]([C:10]([O:12][C:13]([CH3:16])([CH3:15])[CH3:14])=[O:11])[CH2:6][CH2:5]1.[N-:24]=[N+:25]=[N-:26].[Na+], predict the reaction product. The product is: [N:19]1[CH:20]=[CH:21][CH:22]=[CH:23][C:18]=1[N:17]1[C:3]([N:4]2[CH2:9][CH2:8][N:7]([C:10]([O:12][C:13]([CH3:16])([CH3:15])[CH3:14])=[O:11])[CH2:6][CH2:5]2)=[N:26][N:25]=[N:24]1. (2) Given the reactants C(Cl)(=O)C(Cl)=O.CS(C)=O.[C:11]([O:15][C:16]([N:18]1[CH2:23][CH2:22][N:21]([CH2:24][CH:25]([OH:42])[CH2:26][N:27]2[C:39]3[CH:38]=[CH:37][C:36]([Br:40])=[CH:35][C:34]=3[C:33]3[C:28]2=[CH:29][CH:30]=[C:31]([Br:41])[CH:32]=3)[CH2:20][CH2:19]1)=[O:17])([CH3:14])([CH3:13])[CH3:12].CCOCC.CO, predict the reaction product. The product is: [C:11]([O:15][C:16]([N:18]1[CH2:19][CH2:20][N:21]([CH2:24][C:25](=[O:42])[CH2:26][N:27]2[C:39]3[CH:38]=[CH:37][C:36]([Br:40])=[CH:35][C:34]=3[C:33]3[C:28]2=[CH:29][CH:30]=[C:31]([Br:41])[CH:32]=3)[CH2:22][CH2:23]1)=[O:17])([CH3:14])([CH3:12])[CH3:13]. (3) Given the reactants FC(F)(F)C(O)=O.C([O:11][C:12]1[CH:45]=[CH:44][C:43]([O:46][CH3:47])=[CH:42][C:13]=1[C:14]([NH:16][C:17]1[CH:26]=[C:25]([C:27]2[CH:32]=[CH:31][CH:30]=[CH:29][C:28]=2[N:33](C(OC(C)(C)C)=O)[CH3:34])[CH:24]=[CH:23][C:18]=1[C:19]([O:21]C)=[O:20])=[O:15])(=O)C, predict the reaction product. The product is: [OH:11][C:12]1[CH:45]=[CH:44][C:43]([O:46][CH3:47])=[CH:42][C:13]=1[C:14]([NH:16][C:17]1[CH:26]=[C:25]([C:27]2[CH:32]=[CH:31][CH:30]=[CH:29][C:28]=2[NH:33][CH3:34])[CH:24]=[CH:23][C:18]=1[C:19]([OH:21])=[O:20])=[O:15]. (4) Given the reactants [CH3:1][Si](C[Mg]Cl)(C)C.[Cl:8][C:9]1[CH:23]=[C:22]([Cl:24])[C:21]([O:25][CH2:26][C:27]2[CH:32]=[CH:31][C:30]([O:33][CH3:34])=[CH:29][CH:28]=2)=[CH:20][C:10]=1[O:11][C:12]1[N:16]([CH3:17])[N:15]=[CH:14][C:13]=1[CH:18]=O.S(=O)(=O)(O)O.O, predict the reaction product. The product is: [Cl:8][C:9]1[CH:23]=[C:22]([Cl:24])[C:21]([O:25][CH2:26][C:27]2[CH:32]=[CH:31][C:30]([O:33][CH3:34])=[CH:29][CH:28]=2)=[CH:20][C:10]=1[O:11][C:12]1[N:16]([CH3:17])[N:15]=[CH:14][C:13]=1[CH:18]=[CH2:1]. (5) Given the reactants [CH3:1][O:2][C:3]1[CH:4]=[C:5]2[C:10](=[CH:11][CH:12]=1)[N:9]=[C:8]([NH:13][CH2:14][C@H:15]1[CH2:19][CH2:18][CH2:17][C@@H:16]1[NH:20]C(=O)OC(C)(C)C)[CH:7]=[C:6]2[CH3:28].C(O)(C(F)(F)F)=O.[CH3:36][N:37]1[C:45]2[C:40](=[CH:41][CH:42]=[CH:43][CH:44]=2)[C:39]([CH:46]=O)=[CH:38]1.[BH4-].[Na+].Cl.[OH-].[Na+], predict the reaction product. The product is: [CH3:1][O:2][C:3]1[CH:12]=[C:11]2[C:10](=[CH:5][CH:4]=1)[N:9]=[C:8]([NH:13][CH2:14][C@H:15]1[CH2:19][CH2:18][CH2:17][C@@H:16]1[NH:20][CH2:46][C:39]1[C:40]3[C:45](=[CH:44][CH:43]=[CH:42][CH:41]=3)[N:37]([CH3:36])[CH:38]=1)[CH:7]=[C:6]2[CH3:28].